From a dataset of Catalyst prediction with 721,799 reactions and 888 catalyst types from USPTO. Predict which catalyst facilitates the given reaction. (1) Reactant: CO[C:3](=[O:19])[C:4]1[CH:9]=[CH:8][CH:7]=[C:6]([N:10]2[C:14]([CH2:15][N:16]([CH3:18])[CH3:17])=[CH:13][N:12]=[N:11]2)[CH:5]=1.N(C1C=C(C=CC=1)C(OC)=O)=[N+]=[N-].O=S(Cl)Cl.CNC.[C:40]([O:43][C:44]([CH3:47])([CH3:46])[CH3:45])(=[O:42])[CH3:41].[Li]. Product: [C:44]([O:43][C:40](=[O:42])[CH2:41][C:3]([C:4]1[CH:9]=[CH:8][CH:7]=[C:6]([N:10]2[C:14]([CH2:15][N:16]([CH3:17])[CH3:18])=[CH:13][N:12]=[N:11]2)[CH:5]=1)=[O:19])([CH3:47])([CH3:46])[CH3:45]. The catalyst class is: 1. (2) Reactant: [CH2:1]([N:5]1[C:14]2[C:9](=[CH:10][CH:11]=[CH:12][N:13]=2)[C:8]([C:15]2[CH:20]=[CH:19][CH:18]=[C:17]([O:21][CH3:22])[CH:16]=2)=[C:7]([C:23]([O:25]CC)=O)[C:6]1=[O:28])[CH2:2][CH2:3][CH3:4].C([NH2:31])=O.C[O-].[Na+].CO. Product: [CH2:1]([N:5]1[C:14]2[C:9](=[CH:10][CH:11]=[CH:12][N:13]=2)[C:8]([C:15]2[CH:20]=[CH:19][CH:18]=[C:17]([O:21][CH3:22])[CH:16]=2)=[C:7]([C:23](=[O:25])[NH2:31])[C:6]1=[O:28])[CH2:2][CH2:3][CH3:4]. The catalyst class is: 145.